From a dataset of Reaction yield outcomes from USPTO patents with 853,638 reactions. Predict the reaction yield, written as a fraction of the theoretical maximum amount of product (1.0 means a 100% yield; for example, 0.34 means a 34% yield). The catalyst is C(O)C. The reactants are [CH3:1][S:2][C:3]1[CH:4]=[C:5]2[C:9](=[CH:10][C:11]=1[C:12]([F:15])([F:14])[F:13])[N:8]([C:16](=[O:29])[NH:17][C:18]1[CH:23]=[CH:22][CH:21]=[C:20]([C:24]([O:26]CC)=[O:25])[CH:19]=1)[CH2:7][CH2:6]2.[OH-].[Na+].Cl. The product is [CH3:1][S:2][C:3]1[CH:4]=[C:5]2[C:9](=[CH:10][C:11]=1[C:12]([F:13])([F:14])[F:15])[N:8]([C:16](=[O:29])[NH:17][C:18]1[CH:23]=[CH:22][CH:21]=[C:20]([C:24]([OH:26])=[O:25])[CH:19]=1)[CH2:7][CH2:6]2. The yield is 0.830.